This data is from NCI-60 drug combinations with 297,098 pairs across 59 cell lines. The task is: Regression. Given two drug SMILES strings and cell line genomic features, predict the synergy score measuring deviation from expected non-interaction effect. (1) Drug 1: C1=NC2=C(N=C(N=C2N1C3C(C(C(O3)CO)O)F)Cl)N. Drug 2: CC1C(C(CC(O1)OC2CC(CC3=C2C(=C4C(=C3O)C(=O)C5=C(C4=O)C(=CC=C5)OC)O)(C(=O)CO)O)N)O.Cl. Cell line: HCT-15. Synergy scores: CSS=25.8, Synergy_ZIP=-4.63, Synergy_Bliss=1.70, Synergy_Loewe=-2.44, Synergy_HSA=1.80. (2) Drug 1: CC12CCC3C(C1CCC2OP(=O)(O)O)CCC4=C3C=CC(=C4)OC(=O)N(CCCl)CCCl.[Na+]. Drug 2: N.N.Cl[Pt+2]Cl. Cell line: NCI-H322M. Synergy scores: CSS=13.0, Synergy_ZIP=-2.33, Synergy_Bliss=2.94, Synergy_Loewe=-2.11, Synergy_HSA=-1.04. (3) Drug 1: CCC1=CC2CC(C3=C(CN(C2)C1)C4=CC=CC=C4N3)(C5=C(C=C6C(=C5)C78CCN9C7C(C=CC9)(C(C(C8N6C)(C(=O)OC)O)OC(=O)C)CC)OC)C(=O)OC.C(C(C(=O)O)O)(C(=O)O)O. Drug 2: C1CC(=O)NC(=O)C1N2C(=O)C3=CC=CC=C3C2=O. Cell line: COLO 205. Synergy scores: CSS=19.0, Synergy_ZIP=-0.962, Synergy_Bliss=-7.01, Synergy_Loewe=-48.7, Synergy_HSA=-6.47. (4) Drug 1: CC1=C(C=C(C=C1)C(=O)NC2=CC(=CC(=C2)C(F)(F)F)N3C=C(N=C3)C)NC4=NC=CC(=N4)C5=CN=CC=C5. Drug 2: C(CC(=O)O)C(=O)CN.Cl. Cell line: OVCAR-4. Synergy scores: CSS=0.444, Synergy_ZIP=-0.0447, Synergy_Bliss=1.43, Synergy_Loewe=-0.957, Synergy_HSA=-1.93. (5) Drug 1: B(C(CC(C)C)NC(=O)C(CC1=CC=CC=C1)NC(=O)C2=NC=CN=C2)(O)O. Drug 2: N.N.Cl[Pt+2]Cl. Cell line: UO-31. Synergy scores: CSS=26.6, Synergy_ZIP=-2.93, Synergy_Bliss=1.54, Synergy_Loewe=-35.8, Synergy_HSA=1.71. (6) Drug 1: CC1=C2C(C(=O)C3(C(CC4C(C3C(C(C2(C)C)(CC1OC(=O)C(C(C5=CC=CC=C5)NC(=O)OC(C)(C)C)O)O)OC(=O)C6=CC=CC=C6)(CO4)OC(=O)C)O)C)O. Drug 2: CN(CC1=CN=C2C(=N1)C(=NC(=N2)N)N)C3=CC=C(C=C3)C(=O)NC(CCC(=O)O)C(=O)O. Cell line: MDA-MB-435. Synergy scores: CSS=55.9, Synergy_ZIP=-0.922, Synergy_Bliss=-2.50, Synergy_Loewe=-15.1, Synergy_HSA=-1.25. (7) Drug 1: CC1CCC2CC(C(=CC=CC=CC(CC(C(=O)C(C(C(=CC(C(=O)CC(OC(=O)C3CCCCN3C(=O)C(=O)C1(O2)O)C(C)CC4CCC(C(C4)OC)O)C)C)O)OC)C)C)C)OC. Drug 2: N.N.Cl[Pt+2]Cl. Cell line: NCI-H522. Synergy scores: CSS=78.9, Synergy_ZIP=0.769, Synergy_Bliss=1.08, Synergy_Loewe=4.12, Synergy_HSA=5.58. (8) Drug 1: COC1=NC(=NC2=C1N=CN2C3C(C(C(O3)CO)O)O)N. Drug 2: C(CN)CNCCSP(=O)(O)O. Cell line: COLO 205. Synergy scores: CSS=23.1, Synergy_ZIP=-1.06, Synergy_Bliss=2.06, Synergy_Loewe=-30.8, Synergy_HSA=1.82. (9) Drug 1: C1CCC(CC1)NC(=O)N(CCCl)N=O. Drug 2: C1=CC(=CC=C1CCCC(=O)O)N(CCCl)CCCl. Cell line: UACC-257. Synergy scores: CSS=21.8, Synergy_ZIP=-0.781, Synergy_Bliss=9.24, Synergy_Loewe=6.12, Synergy_HSA=8.00.